From a dataset of Forward reaction prediction with 1.9M reactions from USPTO patents (1976-2016). Predict the product of the given reaction. (1) Given the reactants [H-].[Na+].[CH2:3]([O:5][C:6]([C:8]1[NH:9][C:10]2[C:15]([C:16]=1[C:17]1[CH:22]=[CH:21][CH:20]=[CH:19][CH:18]=1)=[CH:14][C:13]([Cl:23])=[CH:12][CH:11]=2)=[O:7])[CH3:4].Br[CH2:25][CH2:26][CH2:27][C:28]1[CH:33]=[CH:32][CH:31]=[CH:30][CH:29]=1, predict the reaction product. The product is: [CH2:3]([O:5][C:6]([C:8]1[N:9]([CH2:25][CH2:26][CH2:27][C:28]2[CH:33]=[CH:32][CH:31]=[CH:30][CH:29]=2)[C:10]2[C:15]([C:16]=1[C:17]1[CH:22]=[CH:21][CH:20]=[CH:19][CH:18]=1)=[CH:14][C:13]([Cl:23])=[CH:12][CH:11]=2)=[O:7])[CH3:4]. (2) Given the reactants [F:1][C:2]1[CH:7]=[C:6]([CH2:8][S:9]([CH2:12][CH2:13][CH3:14])(=[O:11])=[O:10])[CH:5]=[C:4]([N+:15]([O-])=O)[CH:3]=1, predict the reaction product. The product is: [F:1][C:2]1[CH:3]=[C:4]([CH:5]=[C:6]([CH2:8][S:9]([CH2:12][CH2:13][CH3:14])(=[O:11])=[O:10])[CH:7]=1)[NH2:15]. (3) Given the reactants [CH2:1]([C@H:8]1[CH2:13][CH2:12][N:11]([CH2:14][CH2:15][S:16]([C:19]2[CH:24]=[CH:23][C:22]([OH:25])=[CH:21][CH:20]=2)(=[O:18])=[O:17])[CH2:10][C@H:9]1[OH:26])[C:2]1[CH:7]=[CH:6][CH:5]=[CH:4][CH:3]=1.[C:27]([O:31][C:32]([NH:34][CH2:35][CH2:36][C:37]([NH:39][CH2:40][CH2:41][C:42](O)=[O:43])=[O:38])=[O:33])([CH3:30])([CH3:29])[CH3:28], predict the reaction product. The product is: [CH2:1]([C@H:8]1[CH2:13][CH2:12][N:11]([CH2:14][CH2:15][S:16]([C:19]2[CH:24]=[CH:23][C:22]([O:25][C:42](=[O:43])[CH2:41][CH2:40][NH:39][C:37](=[O:38])[CH2:36][CH2:35][NH:34][C:32]([O:31][C:27]([CH3:28])([CH3:29])[CH3:30])=[O:33])=[CH:21][CH:20]=2)(=[O:18])=[O:17])[CH2:10][C@H:9]1[OH:26])[C:2]1[CH:7]=[CH:6][CH:5]=[CH:4][CH:3]=1. (4) Given the reactants Cl.Cl.[C:3]1([C:9]2[C:10]([N:18]3[CH2:23][CH2:22][NH:21][CH2:20][CH2:19]3)=[C:11]3[CH:17]=[CH:16][NH:15][C:12]3=[N:13][CH:14]=2)[CH:8]=[CH:7][CH:6]=[CH:5][CH:4]=1.[Br:24][C:25]1[CH:30]=[CH:29][C:28]([C@@H:31]([C@@H:35]2[CH2:39][CH2:38][C:37]([CH3:41])([CH3:40])[N:36]2[C:42]([O:44][C:45]([CH3:48])([CH3:47])[CH3:46])=[O:43])[C:32](O)=[O:33])=[CH:27][CH:26]=1.CN(C(ON1N=NC2C=CC=CC1=2)=[N+](C)C)C.[B-](F)(F)(F)F.CCN(C(C)C)C(C)C, predict the reaction product. The product is: [Br:24][C:25]1[CH:26]=[CH:27][C:28]([C@@H:31]([C@H:35]2[N:36]([C:42]([O:44][C:45]([CH3:48])([CH3:47])[CH3:46])=[O:43])[C:37]([CH3:41])([CH3:40])[CH2:38][CH2:39]2)[C:32](=[O:33])[N:21]2[CH2:20][CH2:19][N:18]([C:10]3[C:9]([C:3]4[CH:4]=[CH:5][CH:6]=[CH:7][CH:8]=4)=[CH:14][N:13]=[C:12]4[NH:15][CH:16]=[CH:17][C:11]=34)[CH2:23][CH2:22]2)=[CH:29][CH:30]=1.